Dataset: Forward reaction prediction with 1.9M reactions from USPTO patents (1976-2016). Task: Predict the product of the given reaction. Given the reactants FC(F)(F)C(O)=O.CC1(C)[N:13](C(O)=O)[C@@H:12](/[CH:17]=[CH:18]/[C:19]2[CH:24]=[CH:23][C:22]([N+:25]([O-:27])=[O:26])=[CH:21][CH:20]=2)[CH2:11][O:10]1.[OH-].[Na+], predict the reaction product. The product is: [NH2:13][C@@H:12](/[CH:17]=[CH:18]/[C:19]1[CH:24]=[CH:23][C:22]([N+:25]([O-:27])=[O:26])=[CH:21][CH:20]=1)[CH2:11][OH:10].